From a dataset of Peptide-MHC class II binding affinity with 134,281 pairs from IEDB. Regression. Given a peptide amino acid sequence and an MHC pseudo amino acid sequence, predict their binding affinity value. This is MHC class II binding data. The peptide sequence is DVKKPGGGQIVGGVY. The MHC is HLA-DQA10501-DQB10301 with pseudo-sequence HLA-DQA10501-DQB10301. The binding affinity (normalized) is 0.672.